From a dataset of Forward reaction prediction with 1.9M reactions from USPTO patents (1976-2016). Predict the product of the given reaction. (1) Given the reactants [CH3:1][C:2]1([CH3:13])[C:7](=[O:8])[C:6]([CH3:10])([CH3:9])[C:5](=[O:11])[CH2:4][C:3]1=[O:12].[CH:14](Cl)(Cl)Cl.[CH3:18][C:19]([CH2:21][C:22]([CH2:24][C:25](O)=O)=O)=O.Cl.[C:29]1([CH3:35])[CH:34]=[CH:33][CH:32]=[CH:31][CH:30]=1, predict the reaction product. The product is: [CH3:35][C:29]1[CH:34]=[C:33]([C:18]2[CH:25]=[CH:24][CH:22]=[CH:21][CH:19]=2)[CH:32]=[C:31]([CH3:14])[C:30]=1[CH:4]1[C:3](=[O:12])[C:2]([CH3:13])([CH3:1])[C:7](=[O:8])[C:6]([CH3:9])([CH3:10])[C:5]1=[O:11]. (2) Given the reactants [Cl:1][C:2]1[CH:7]=[CH:6][C:5]([C:8]([C:42]2[CH:47]=[CH:46][C:45]([Cl:48])=[CH:44][CH:43]=2)(O)[C:9]2[CH:10]=[C:11]3[C:16](=[CH:17][CH:18]=2)[N:15]=[C:14]([O:19][CH2:20][CH2:21][NH:22][S:23]([CH3:26])(=[O:25])=[O:24])[N:13]=[C:12]3[NH:27][CH:28]2[CH2:33][CH2:32][N:31](C(OC(C)(C)C)=O)[CH2:30][CH2:29]2)=[CH:4][CH:3]=1.[SiH](CC)(CC)CC.FC(F)(F)C(O)=O, predict the reaction product. The product is: [Cl:1][C:2]1[CH:3]=[CH:4][C:5]([CH:8]([C:42]2[CH:47]=[CH:46][C:45]([Cl:48])=[CH:44][CH:43]=2)[C:9]2[CH:10]=[C:11]3[C:16](=[CH:17][CH:18]=2)[N:15]=[C:14]([O:19][CH2:20][CH2:21][NH:22][S:23]([CH3:26])(=[O:24])=[O:25])[N:13]=[C:12]3[NH:27][CH:28]2[CH2:29][CH2:30][NH:31][CH2:32][CH2:33]2)=[CH:6][CH:7]=1. (3) Given the reactants [CH3:1][O:2][C:3]1[CH:11]=[C:10]2[C:6]([CH2:7][CH2:8][C:9]2=O)=[CH:5][C:4]=1[O:13][CH2:14][CH2:15][CH2:16][N:17]1[CH2:21][CH2:20][CH2:19][CH2:18]1.[F:22][C:23]1[CH:24]=[C:25]([N:29]=[C:30]=S)[CH:26]=[CH:27][CH:28]=1.C[Si](C)(C)[Si](C)(C)C.[Li].[NH2:41][NH2:42].C(O)(=O)C, predict the reaction product. The product is: [F:22][C:23]1[CH:24]=[C:25]([NH:29][C:30]2[NH:42][N:41]=[C:9]3[C:10]4[C:6]([CH2:7][C:8]=23)=[CH:5][C:4]([O:13][CH2:14][CH2:15][CH2:16][N:17]2[CH2:21][CH2:20][CH2:19][CH2:18]2)=[C:3]([O:2][CH3:1])[CH:11]=4)[CH:26]=[CH:27][CH:28]=1. (4) Given the reactants [CH:1]([CH:3]1[CH2:8][CH2:7][N:6]([C:9]([O:11][CH2:12][C:13]2[CH:18]=[CH:17][CH:16]=[CH:15][CH:14]=2)=[O:10])[CH2:5][CH2:4]1)=[O:2].[CH2:19]([Mg]Br)[CH2:20][CH:21]=[CH2:22], predict the reaction product. The product is: [OH:2][CH:1]([CH:3]1[CH2:8][CH2:7][N:6]([C:9]([O:11][CH2:12][C:13]2[CH:14]=[CH:15][CH:16]=[CH:17][CH:18]=2)=[O:10])[CH2:5][CH2:4]1)[CH2:22][CH2:21][CH:20]=[CH2:19]. (5) Given the reactants C([O:3][C:4](=O)[CH2:5][C:6]([CH3:36])([CH3:35])[C:7](=[O:34])[CH2:8][N:9]1[CH2:14][CH2:13][N:12]([C:15]2[S:16][CH:17]=[C:18]([C:20]3[CH:29]=[CH:28][C:27]4[C:26]([CH3:31])([CH3:30])[CH2:25][CH2:24][C:23]([CH3:33])([CH3:32])[C:22]=4[CH:21]=3)[N:19]=2)[CH2:11][CH2:10]1)C.[H-].[Al+3].[Li+].[H-].[H-].[H-].S([O-])([O-])(=O)=O.[Na+].[Na+], predict the reaction product. The product is: [CH3:35][C:6]([CH3:36])([CH:7]([OH:34])[CH2:8][N:9]1[CH2:10][CH2:11][N:12]([C:15]2[S:16][CH:17]=[C:18]([C:20]3[CH:29]=[CH:28][C:27]4[C:26]([CH3:31])([CH3:30])[CH2:25][CH2:24][C:23]([CH3:33])([CH3:32])[C:22]=4[CH:21]=3)[N:19]=2)[CH2:13][CH2:14]1)[CH2:5][CH2:4][OH:3]. (6) The product is: [N:9]1([C:7]2[CH:6]=[CH:5][N:4]=[C:3]([NH:18][C:19]3[CH:24]=[CH:23][CH:22]=[CH:21][CH:20]=3)[N:8]=2)[C:17]2[C:12](=[CH:13][CH:14]=[CH:15][CH:16]=2)[CH2:11][CH2:10]1. Given the reactants Cl.Cl[C:3]1[N:8]=[C:7]([N:9]2[C:17]3[C:12](=[CH:13][CH:14]=[CH:15][CH:16]=3)[CH2:11][CH2:10]2)[CH:6]=[CH:5][N:4]=1.[NH2:18][C:19]1[CH:24]=[CH:23][CH:22]=[CH:21][CH:20]=1.CCN(C(C)C)C(C)C, predict the reaction product.